Dataset: Forward reaction prediction with 1.9M reactions from USPTO patents (1976-2016). Task: Predict the product of the given reaction. (1) Given the reactants [Cl:1][C:2]1[C:3]([F:42])=[C:4]([C@@H:8]2[C@:12]([C:15]3[CH:20]=[CH:19][C:18]([Cl:21])=[CH:17][C:16]=3[F:22])([C:13]#[N:14])[C@H:11]([CH2:23][C:24]([CH3:27])([CH3:26])[CH3:25])[NH:10][C@H:9]2[C:28]([NH:30][C:31]2[CH:39]=[CH:38][C:34]([C:35](O)=[O:36])=[CH:33][C:32]=2[O:40][CH3:41])=[O:29])[CH:5]=[CH:6][CH:7]=1.CC[N:45](C(C)C)C(C)C.CN(C(ON1N=NC2C=CC=NC1=2)=[N+](C)C)C.F[P-](F)(F)(F)(F)F.N, predict the reaction product. The product is: [C:35]([C:34]1[CH:38]=[CH:39][C:31]([NH:30][C:28]([C@H:9]2[C@H:8]([C:4]3[CH:5]=[CH:6][CH:7]=[C:2]([Cl:1])[C:3]=3[F:42])[C@:12]([C:15]3[CH:20]=[CH:19][C:18]([Cl:21])=[CH:17][C:16]=3[F:22])([C:13]#[N:14])[C@H:11]([CH2:23][C:24]([CH3:26])([CH3:25])[CH3:27])[NH:10]2)=[O:29])=[C:32]([O:40][CH3:41])[CH:33]=1)(=[O:36])[NH2:45]. (2) Given the reactants [Cl:1][CH2:2][C:3](=O)[CH2:4][C:5]1[CH:10]=[CH:9][C:8]([F:11])=[CH:7][C:6]=1[F:12].[BH4-].[Na+].C[OH:17], predict the reaction product. The product is: [Cl:1][CH2:2][CH2:3][CH:4]([C:5]1[CH:10]=[CH:9][C:8]([F:11])=[CH:7][C:6]=1[F:12])[OH:17]. (3) Given the reactants C[O:2][C:3]([C:5]1[CH:10]=[CH:9][C:8]([C:11]2[C:12]3[NH:16][C:15]([C:17]([C:54]4[C:59]([CH3:60])=[CH:58][C:57]([CH3:61])=[CH:56][C:55]=4[CH3:62])=[C:18]4[N:53]=[C:21]([C:22]([C:43]5[CH:48]=[CH:47][C:46]([C:49](OC)=[O:50])=[CH:45][CH:44]=5)=[C:23]5[NH:42][C:26](=[C:27]([C:33]6[C:38]([CH3:39])=[CH:37][C:36]([CH3:40])=[CH:35][C:34]=6[CH3:41])[C:28]6[CH:29]=[CH:30][C:31]=2[N:32]=6)[CH:25]=[CH:24]5)[CH:20]=[CH:19]4)=[CH:14][CH:13]=3)=[CH:7][CH:6]=1)=O.[H-].[H-].[H-].[H-].[Li+].[Al+3], predict the reaction product. The product is: [OH:2][CH2:3][C:5]1[CH:10]=[CH:9][C:8]([C:11]2[C:12]3[NH:16][C:15]([C:17]([C:54]4[C:59]([CH3:60])=[CH:58][C:57]([CH3:61])=[CH:56][C:55]=4[CH3:62])=[C:18]4[N:53]=[C:21]([C:22]([C:43]5[CH:48]=[CH:47][C:46]([CH2:49][OH:50])=[CH:45][CH:44]=5)=[C:23]5[NH:42][C:26](=[C:27]([C:33]6[C:34]([CH3:41])=[CH:35][C:36]([CH3:40])=[CH:37][C:38]=6[CH3:39])[C:28]6[CH:29]=[CH:30][C:31]=2[N:32]=6)[CH:25]=[CH:24]5)[CH:20]=[CH:19]4)=[CH:14][CH:13]=3)=[CH:7][CH:6]=1. (4) Given the reactants [N:1]([O-])=O.[Na+].[NH2:5][C:6]1[CH:7]=[C:8]([CH:21]=[CH:22][CH:23]=1)[O:9][CH2:10][CH2:11][CH2:12][NH:13][C:14](=[O:20])CCC(O)=O.O.O.Cl[Sn]Cl.[C:29]([OH:37])(=O)/[C:30](=[C:32](\[CH:34]=O)/[Br:33])/[Br:31].[OH-].[Na+].[CH3:40][C:41]([O:44]C(OC([O:44][C:41]([CH3:43])([CH3:42])[CH3:40])=O)=O)([CH3:43])[CH3:42], predict the reaction product. The product is: [Br:33][C:32]1[CH:34]=[N:1][N:5]([C:6]2[CH:7]=[C:8]([CH:21]=[CH:22][CH:23]=2)[O:9][CH2:10][CH2:11][CH2:12][NH:13][C:14](=[O:20])[O:44][C:41]([CH3:43])([CH3:42])[CH3:40])[C:29](=[O:37])[C:30]=1[Br:31]. (5) Given the reactants [Br:1]N1C(=O)CCC1=O.C1(P(C2C=CC=CC=2)C2C=CC=CC=2)C=CC=CC=1.[CH3:28][C:29]([O:37][CH2:38][CH2:39]O)([C:31]1[CH:36]=[CH:35][CH:34]=[CH:33][CH:32]=1)[CH3:30], predict the reaction product. The product is: [Br:1][CH2:39][CH2:38][O:37][C:29]([C:31]1[CH:36]=[CH:35][CH:34]=[CH:33][CH:32]=1)([CH3:30])[CH3:28]. (6) Given the reactants [CH2:1]([F:3])[F:2].[CH:4](/[C:7]([F:10])([F:9])[F:8])=[CH:5]\F, predict the reaction product. The product is: [CH2:5]=[C:4]([F:2])[C:7]([F:10])([F:9])[F:8].[CH2:1]([F:3])[F:2]. (7) Given the reactants C(OC([NH:8][C:9]1[CH:14]=[CH:13][C:12]([CH:15]([CH2:21][CH2:22][CH3:23])[C:16]([O:18][CH2:19][CH3:20])=[O:17])=[CH:11][C:10]=1[C:24](=O)[C:25]([N:27]1[CH2:35][C:34]2[C:29](=[CH:30][CH:31]=[CH:32][CH:33]=2)[CH2:28]1)=[O:26])=O)(C)(C)C.[F-].[Cs+].C[Si]([N:43]=[C:44]=[N:45][Si](C)(C)C)(C)C.Cl.C(=O)(O)[O-], predict the reaction product. The product is: [NH2:43][C:44]1[N:45]=[C:24]([C:25]([N:27]2[CH2:28][C:29]3[C:34](=[CH:33][CH:32]=[CH:31][CH:30]=3)[CH2:35]2)=[O:26])[C:10]2[C:9](=[CH:14][CH:13]=[C:12]([CH:15]([CH2:21][CH2:22][CH3:23])[C:16]([O:18][CH2:19][CH3:20])=[O:17])[CH:11]=2)[N:8]=1. (8) Given the reactants [C:1]1([C@H:7]2[CH2:11][O:10][CH2:9][C@@H:8]2[OH:12])[CH:6]=[CH:5][CH:4]=[CH:3][CH:2]=1.ClN1C(=O)N(Cl)C(=O)N(Cl)C1=O.CCCCCC.C(OCC)(=O)C, predict the reaction product. The product is: [C:1]1([CH:7]2[CH2:11][O:10][CH2:9][C:8]2=[O:12])[CH:2]=[CH:3][CH:4]=[CH:5][CH:6]=1. (9) Given the reactants [O:1]1[CH:5]=[CH:4][CH:3]=[C:2]1[C:6]1[O:7][C:8]([CH3:34])=[C:9]([CH2:11][O:12][C:13]2[N:18]=[CH:17][C:16]([CH2:19][O:20][C:21]3[C:25]([CH:26]=O)=[CH:24][N:23]([C:28]4[CH:33]=[CH:32][CH:31]=[CH:30][CH:29]=4)[N:22]=3)=[CH:15][CH:14]=2)[N:10]=1.[CH2:35]([P:44](=[O:51])([O:48][CH2:49][CH3:50])[O:45][CH2:46][CH3:47])P(=O)(OCC)OCC.CN(C)C=O.[H-].[Na+], predict the reaction product. The product is: [O:1]1[CH:5]=[CH:4][CH:3]=[C:2]1[C:6]1[O:7][C:8]([CH3:34])=[C:9]([CH2:11][O:12][C:13]2[N:18]=[CH:17][C:16]([CH2:19][O:20][C:21]3[C:25](/[CH:26]=[CH:35]/[P:44](=[O:51])([O:45][CH2:46][CH3:47])[O:48][CH2:49][CH3:50])=[CH:24][N:23]([C:28]4[CH:33]=[CH:32][CH:31]=[CH:30][CH:29]=4)[N:22]=3)=[CH:15][CH:14]=2)[N:10]=1. (10) The product is: [Cl:7][C:8]1[C:13]([N+:14]([O-:16])=[O:15])=[C:12]([NH:17][CH2:18][CH2:19][O:20][C:23](=[O:25])[CH3:24])[C:11]([CH3:21])=[C:10]([CH3:22])[N:9]=1. Given the reactants N1C=CC=CC=1.[Cl:7][C:8]1[C:13]([N+:14]([O-:16])=[O:15])=[C:12]([NH:17][CH2:18][CH2:19][OH:20])[C:11]([CH3:21])=[C:10]([CH3:22])[N:9]=1.[C:23](OC(=O)C)(=[O:25])[CH3:24], predict the reaction product.